From a dataset of Catalyst prediction with 721,799 reactions and 888 catalyst types from USPTO. Predict which catalyst facilitates the given reaction. (1) The catalyst class is: 2. Reactant: [C:1](Cl)(=O)[C:2]([Cl:4])=[O:3].[C:7](O)(=O)[C:8]1C=C[CH:11]=[N:10][CH:9]=1.CN(C=O)C. Product: [C:2]([Cl:4])(=[O:3])[C:1]1[CH:7]=[CH:8][CH:9]=[N:10][CH:11]=1. (2) Reactant: Cl.[F:2][CH2:3][CH2:4][N:5]1[N:9]=[N:8][C:7]([CH2:10][CH2:11][NH2:12])=[N:6]1.C(N(CC)CC)C.[F:20][C:21]1[CH:22]=[C:23]([C:31]2[S:35][C:34]([NH:36][C:37](N3C=CN=C3)=[O:38])=[N:33][C:32]=2[CH3:44])[CH:24]=[CH:25][C:26]=1[S:27]([CH3:30])(=[O:29])=[O:28]. Product: [F:2][CH2:3][CH2:4][N:5]1[N:9]=[N:8][C:7]([CH2:10][CH2:11][NH:12][C:37]([NH:36][C:34]2[S:35][C:31]([C:23]3[CH:24]=[CH:25][C:26]([S:27]([CH3:30])(=[O:28])=[O:29])=[C:21]([F:20])[CH:22]=3)=[C:32]([CH3:44])[N:33]=2)=[O:38])=[N:6]1. The catalyst class is: 3. (3) Reactant: Cl.[N:2]1([C:7](=N)[NH2:8])C=CC=N1.CN(C=O)C.CCN(C(C)C)C(C)C.[NH2:24][CH:25]([CH2:28][OH:29])[CH2:26][OH:27]. Product: [OH:27][CH2:26][CH:25]([NH:24][C:7]([NH2:8])=[NH:2])[CH2:28][OH:29]. The catalyst class is: 28. (4) Reactant: [Cl:1][C:2]1[CH:3]=[C:4]([C:12]2[O:16][N:15]=[C:14]([C:17]([OH:19])=O)[CH:13]=2)[CH:5]=[CH:6][C:7]=1[O:8][CH:9]([CH3:11])[CH3:10].[NH2:20][C:21]1[CH:28]=[CH:27][C:24]([CH:25]=[O:26])=[CH:23][C:22]=1[Cl:29].P(Cl)(Cl)(Cl)=O. Product: [Cl:29][C:22]1[CH:23]=[C:24]([CH:25]=[O:26])[CH:27]=[CH:28][C:21]=1[NH:20][C:17]([C:14]1[CH:13]=[C:12]([C:4]2[CH:5]=[CH:6][C:7]([O:8][CH:9]([CH3:10])[CH3:11])=[C:2]([Cl:1])[CH:3]=2)[O:16][N:15]=1)=[O:19]. The catalyst class is: 17. (5) Reactant: [CH2:1]([O:8][C:9]1[CH:14]=[CH:13][C:12]([CH2:15][CH2:16][OH:17])=[C:11]([Cl:18])[CH:10]=1)[C:2]1[CH:7]=[CH:6][CH:5]=[CH:4][CH:3]=1.CC(OI1(OC(C)=O)(OC(C)=O)OC(=O)C2C1=CC=CC=2)=O.S([O-])([O-])(=O)=S.[Na+].[Na+]. Product: [CH2:1]([O:8][C:9]1[CH:14]=[CH:13][C:12]([CH2:15][CH:16]=[O:17])=[C:11]([Cl:18])[CH:10]=1)[C:2]1[CH:3]=[CH:4][CH:5]=[CH:6][CH:7]=1. The catalyst class is: 4. (6) Reactant: [CH2:1]([N:8]([CH2:30][C@@H:31]([C:39]1[CH:44]=[CH:43][CH:42]=[CH:41][CH:40]=1)[O:32][CH:33]1[CH2:38][CH2:37][CH2:36][CH2:35][O:34]1)[CH2:9][CH2:10][C:11]1[CH:16]=[CH:15][C:14]([C:17]2[CH:22]=[CH:21][C:20]([C:23]([O:25][CH3:26])=[O:24])=[C:19]([N+:27]([O-])=O)[CH:18]=2)=[CH:13][CH:12]=1)[C:2]1[CH:7]=[CH:6][CH:5]=[CH:4][CH:3]=1.[Cl-].[NH4+]. Product: [NH2:27][C:19]1[CH:18]=[C:17]([C:14]2[CH:15]=[CH:16][C:11]([CH2:10][CH2:9][N:8]([CH2:1][C:2]3[CH:3]=[CH:4][CH:5]=[CH:6][CH:7]=3)[CH2:30][C@@H:31]([C:39]3[CH:40]=[CH:41][CH:42]=[CH:43][CH:44]=3)[O:32][CH:33]3[CH2:38][CH2:37][CH2:36][CH2:35][O:34]3)=[CH:12][CH:13]=2)[CH:22]=[CH:21][C:20]=1[C:23]([O:25][CH3:26])=[O:24]. The catalyst class is: 190. (7) Reactant: C(OC([NH:8][C@@H:9]1[CH2:13][CH2:12][C@H:11]([CH2:14][CH2:15][CH2:16][CH2:17][PH:18](=[O:22])[O:19]CC)[CH2:10]1)=O)(C)(C)C. Product: [NH2:8][C@@H:9]1[CH2:13][CH2:12][C@H:11]([CH2:14][CH2:15][CH2:16][CH2:17][PH:18](=[O:19])[OH:22])[CH2:10]1. The catalyst class is: 33. (8) Reactant: [F:1][C:2]1[CH:3]=[CH:4][C:5]([OH:17])=[C:6](/[CH:8]=[C:9]2/[C:10](=[O:16])[N:11]=[C:12](SC)[S:13]/2)[CH:7]=1.[N:18]1([CH2:24][CH2:25][OH:26])[CH2:23][CH2:22]NCC1.[CH2:27]([N:29](CC)CC)[CH3:28]. Product: [F:1][C:2]1[CH:3]=[CH:4][C:5]([OH:17])=[C:6](/[CH:8]=[C:9]2/[C:10](=[O:16])[N:11]=[C:12]([N:29]3[CH2:27][CH2:28][CH2:22][CH2:23][N:18]3[CH2:24][CH2:25][OH:26])[S:13]/2)[CH:7]=1. The catalyst class is: 8.